Dataset: Forward reaction prediction with 1.9M reactions from USPTO patents (1976-2016). Task: Predict the product of the given reaction. (1) Given the reactants C1(C)C=CC=CC=1.F[C:9]1[CH:16]=[CH:15][C:14]([C:17]([F:20])([F:19])[F:18])=[CH:13][C:10]=1[CH:11]=[O:12].Cl.[CH3:22][NH:23][CH3:24].C(=O)([O-])[O-].[K+].[K+], predict the reaction product. The product is: [CH3:22][N:23]([CH3:24])[C:9]1[CH:16]=[CH:15][C:14]([C:17]([F:20])([F:19])[F:18])=[CH:13][C:10]=1[CH:11]=[O:12]. (2) Given the reactants [Si]([O:8][CH2:9][C@H:10]1[NH:14][CH:13]([C:15]2[C:16]([O:23]C)=[N:17][C:18]([O:21]C)=[CH:19][CH:20]=2)[C@@H:12]2[O:25]C(C)(C)[O:27][C@H:11]12)(C(C)(C)C)(C)C.Cl, predict the reaction product. The product is: [OH:25][C@@H:12]1[C@H:11]([OH:27])[C@@H:10]([CH2:9][OH:8])[NH:14][C@H:13]1[C:15]1[CH:20]=[CH:19][C:18](=[O:21])[NH:17][C:16]=1[OH:23]. (3) Given the reactants Br[C:2]1[CH:10]=[CH:9][CH:8]=[C:7]2[C:3]=1[C:4]([C:15]([N:17]1[CH2:22][CH2:21][CH:20]([C:23]3[CH:24]=[C:25]([CH:34]=[CH:35][C:36]=3[F:37])[CH2:26][NH:27][C:28](=[O:33])[C:29]([F:32])([F:31])[F:30])[CH2:19][CH2:18]1)=[O:16])=[CH:5][N:6]2[CH2:11][CH2:12][O:13][CH3:14].[CH3:38][O:39][C:40]1[CH:45]=[C:44](B(O)O)[CH:43]=[CH:42][N:41]=1.C(=O)([O-])[O-].[Cs+].[Cs+].C(Cl)Cl, predict the reaction product. The product is: [F:31][C:29]([F:32])([F:30])[C:28]([NH:27][CH2:26][C:25]1[CH:34]=[CH:35][C:36]([F:37])=[C:23]([CH:20]2[CH2:19][CH2:18][N:17]([C:15]([C:4]3[C:3]4[C:7](=[CH:8][CH:9]=[CH:10][C:2]=4[C:44]4[CH:43]=[CH:42][N:41]=[C:40]([O:39][CH3:38])[CH:45]=4)[N:6]([CH2:11][CH2:12][O:13][CH3:14])[CH:5]=3)=[O:16])[CH2:22][CH2:21]2)[CH:24]=1)=[O:33].